The task is: Regression. Given two drug SMILES strings and cell line genomic features, predict the synergy score measuring deviation from expected non-interaction effect.. This data is from NCI-60 drug combinations with 297,098 pairs across 59 cell lines. Drug 1: C1=NC2=C(N1)C(=S)N=CN2. Drug 2: C1CN(P(=O)(OC1)NCCCl)CCCl. Cell line: MOLT-4. Synergy scores: CSS=67.9, Synergy_ZIP=4.45, Synergy_Bliss=5.03, Synergy_Loewe=-32.9, Synergy_HSA=5.05.